This data is from Forward reaction prediction with 1.9M reactions from USPTO patents (1976-2016). The task is: Predict the product of the given reaction. (1) Given the reactants [CH2:1]([N:8]1[C:16]2[C:11](=[CH:12][CH:13]=[CH:14][CH:15]=2)[C:10]([C:17](Cl)=[O:18])=[CH:9]1)[C:2]1[CH:7]=[CH:6][CH:5]=[CH:4][CH:3]=1.[CH3:20][NH:21][CH2:22][C:23]1[CH:24]=[C:25]2[C:30](=[CH:31][CH:32]=1)[CH:29]=[C:28]([OH:33])[CH:27]=[CH:26]2.C(N(CC)CC)C, predict the reaction product. The product is: [OH:33][C:28]1[CH:29]=[C:30]2[C:25](=[CH:26][CH:27]=1)[CH:24]=[C:23]([CH2:22][N:21]([CH3:20])[C:17]([C:10]1[C:11]3[C:16](=[CH:15][CH:14]=[CH:13][CH:12]=3)[N:8]([CH2:1][C:2]3[CH:7]=[CH:6][CH:5]=[CH:4][CH:3]=3)[CH:9]=1)=[O:18])[CH:32]=[CH:31]2. (2) Given the reactants [CH:1]1([CH2:7][O:8][C:9]2[C:10]3[N:11]([C:15]([C:19]([OH:21])=O)=[C:16]([CH3:18])[N:17]=3)[CH:12]=[CH:13][CH:14]=2)[CH2:6][CH2:5][CH2:4][CH2:3][CH2:2]1.Cl.Cl.[CH2:24]([N:31]1[CH2:36][CH2:35][C:34]([CH3:38])([NH2:37])[CH2:33][CH2:32]1)[C:25]1[CH:30]=[CH:29][CH:28]=[CH:27][CH:26]=1.F[P-](F)(F)(F)(F)F.N1(OC(N(C)C)=[N+](C)C)C2N=CC=CC=2N=N1.C(N(C(C)C)CC)(C)C, predict the reaction product. The product is: [CH2:24]([N:31]1[CH2:36][CH2:35][C:34]([NH:37][C:19]([C:15]2[N:11]3[CH:12]=[CH:13][CH:14]=[C:9]([O:8][CH2:7][CH:1]4[CH2:2][CH2:3][CH2:4][CH2:5][CH2:6]4)[C:10]3=[N:17][C:16]=2[CH3:18])=[O:21])([CH3:38])[CH2:33][CH2:32]1)[C:25]1[CH:26]=[CH:27][CH:28]=[CH:29][CH:30]=1. (3) Given the reactants [Cl:1][C:2]1[CH:3]=[CH:4][C:5]([C:26]([F:29])([F:28])[F:27])=[C:6]([C:8]2[CH:13]=[CH:12][N:11]([CH:14]([CH2:18][C:19]3[CH:20]=[N:21][CH:22]=[CH:23][CH:24]=3)[C:15](O)=[O:16])[C:10](=[O:25])[CH:9]=2)[CH:7]=1.[NH2:30][C:31]1[CH:43]=[CH:42][C:34]([C:35]([O:37][C:38]([CH3:41])([CH3:40])[CH3:39])=[O:36])=[CH:33][CH:32]=1, predict the reaction product. The product is: [Cl:1][C:2]1[CH:3]=[CH:4][C:5]([C:26]([F:28])([F:27])[F:29])=[C:6]([C:8]2[CH:13]=[CH:12][N:11]([CH:14]([CH2:18][C:19]3[CH:20]=[N:21][CH:22]=[CH:23][CH:24]=3)[C:15]([NH:30][C:31]3[CH:43]=[CH:42][C:34]([C:35]([O:37][C:38]([CH3:39])([CH3:40])[CH3:41])=[O:36])=[CH:33][CH:32]=3)=[O:16])[C:10](=[O:25])[CH:9]=2)[CH:7]=1. (4) The product is: [CH2:1]([O:8][C:9]1[CH:10]=[C:11]([CH:14]=[C:15]([I:18])[C:16]=1[O:17][CH2:26][CH2:27][CH3:28])[CH:12]=[O:13])[C:2]1[CH:3]=[CH:4][CH:5]=[CH:6][CH:7]=1. Given the reactants [CH2:1]([O:8][C:9]1[CH:10]=[C:11]([CH:14]=[C:15]([I:18])[C:16]=1[OH:17])[CH:12]=[O:13])[C:2]1[CH:7]=[CH:6][CH:5]=[CH:4][CH:3]=1.C(=O)([O-])[O-].[K+].[K+].Br[CH2:26][CH2:27][CH3:28], predict the reaction product. (5) Given the reactants [Cl:1][C:2]1[S:6][C:5]([NH:7][S:8]([C:11]2[CH:20]=[CH:19][C:14]([C:15]([O:17]C)=[O:16])=[CH:13][CH:12]=2)(=[O:10])=[O:9])=[N:4][CH:3]=1.[OH-].[Li+], predict the reaction product. The product is: [Cl:1][C:2]1[S:6][C:5]([NH:7][S:8]([C:11]2[CH:12]=[CH:13][C:14]([C:15]([OH:17])=[O:16])=[CH:19][CH:20]=2)(=[O:10])=[O:9])=[N:4][CH:3]=1. (6) Given the reactants Br[C:2]1[CH:3]=[CH:4][CH:5]=[C:6]2[C:10]=1[N:9]([CH2:11][CH2:12][C:13]([O:15]CC)=[O:14])[CH:8]=[C:7]2[CH2:18][CH2:19][CH2:20][O:21][C:22]1[CH:27]=[C:26]([CH3:28])[C:25]([Cl:29])=[C:24]([CH3:30])[CH:23]=1.[C:31]1([CH3:40])[CH:36]=[CH:35][CH:34]=[CH:33][C:32]=1B(O)O, predict the reaction product. The product is: [Cl:29][C:25]1[C:24]([CH3:30])=[CH:23][C:22]([O:21][CH2:20][CH2:19][CH2:18][C:7]2[C:6]3[C:10](=[C:2]([C:32]4[CH:33]=[CH:34][CH:35]=[CH:36][C:31]=4[CH3:40])[CH:3]=[CH:4][CH:5]=3)[N:9]([CH2:11][CH2:12][C:13]([OH:15])=[O:14])[CH:8]=2)=[CH:27][C:26]=1[CH3:28]. (7) The product is: [F:30][C:28]([F:29])([F:31])[C:25]1[N:23]2[N:24]=[C:19]([N:1]3[CH2:6][CH2:5][CH:4]([C:7]4[CH:8]=[C:9]([CH:15]=[CH:16][CH:17]=4)[C:10]([O:12][CH2:13][CH3:14])=[O:11])[CH2:3][CH2:2]3)[CH:20]=[CH:21][C:22]2=[N:27][N:26]=1. Given the reactants [NH:1]1[CH2:6][CH2:5][CH:4]([C:7]2[CH:8]=[C:9]([CH:15]=[CH:16][CH:17]=2)[C:10]([O:12][CH2:13][CH3:14])=[O:11])[CH2:3][CH2:2]1.Cl[C:19]1[CH:20]=[CH:21][C:22]2[N:23]([C:25]([C:28]([F:31])([F:30])[F:29])=[N:26][N:27]=2)[N:24]=1.CCN(C(C)C)C(C)C, predict the reaction product. (8) Given the reactants [CH2:1]([C:3]1[N:4]=[C:5]2[N:18]([C:19]3[C:24]([CH3:25])=[CH:23][C:22]([CH3:26])=[CH:21][C:20]=3[CH3:27])[CH2:17][CH2:16][N:6]2[C:7]=1[C:8](O)([CH2:12][CH2:13][CH3:14])[CH2:9][CH2:10][CH3:11])[CH3:2].C1(C)C=CC(S(O)(=O)=O)=CC=1.O, predict the reaction product. The product is: [CH2:1]([C:3]1[N:4]=[C:5]2[N:18]([C:19]3[C:20]([CH3:27])=[CH:21][C:22]([CH3:26])=[CH:23][C:24]=3[CH3:25])[CH2:17][CH2:16][N:6]2[C:7]=1[C:8]([CH2:12][CH2:13][CH3:14])=[CH:9][CH2:10][CH3:11])[CH3:2]. (9) Given the reactants [CH2:1]([O:3][C:4]([N:6]1[CH2:15][CH2:14][C:13]2[C:12]3[NH:16][C:17](C(O)=O)=[CH:18][C:11]=3[S:10][C:9]=2[CH2:8][CH2:7]1)=[O:5])[CH3:2], predict the reaction product. The product is: [CH2:1]([O:3][C:4]([N:6]1[CH2:15][CH2:14][C:13]2[C:12]3[NH:16][CH:17]=[CH:18][C:11]=3[S:10][C:9]=2[CH2:8][CH2:7]1)=[O:5])[CH3:2]. (10) Given the reactants Br[C:2]1[S:3][C:4]2[CH2:10][CH2:9][C:8]([CH3:12])([CH3:11])[C:7](=[O:13])[C:5]=2[CH:6]=1.[N:14]1[CH:19]=[CH:18][C:17](B(O)O)=[CH:16][CH:15]=1.ClCCl.O1CCOCC1.C(=O)([O-])[O-].[Cs+].[Cs+], predict the reaction product. The product is: [CH3:11][C:8]1([CH3:12])[C:7](=[O:13])[C:5]2[CH:6]=[C:2]([C:17]3[CH:18]=[CH:19][N:14]=[CH:15][CH:16]=3)[S:3][C:4]=2[CH2:10][CH2:9]1.